This data is from Forward reaction prediction with 1.9M reactions from USPTO patents (1976-2016). The task is: Predict the product of the given reaction. The product is: [Br:13][C:14]1[CH:20]=[CH:19][C:17]([NH:18][C:4]2[CH:3]=[C:2]([Cl:1])[CH:11]=[CH:10][C:5]=2[C:6]([O:8][CH3:9])=[O:7])=[C:16]([N+:21]([O-:23])=[O:22])[CH:15]=1. Given the reactants [Cl:1][C:2]1[CH:11]=[CH:10][C:5]([C:6]([O:8][CH3:9])=[O:7])=[C:4](I)[CH:3]=1.[Br:13][C:14]1[CH:20]=[CH:19][C:17]([NH2:18])=[C:16]([N+:21]([O-:23])=[O:22])[CH:15]=1.C([O-])([O-])=O.[K+].[K+], predict the reaction product.